From a dataset of Forward reaction prediction with 1.9M reactions from USPTO patents (1976-2016). Predict the product of the given reaction. (1) The product is: [F:18][C:15]1[CH:16]=[CH:17][C:12]([N:8]2[C:9]3[C:4](=[CH:3][C:2]([O:23][C:24]4[CH:29]=[N:28][C:27]([CH3:30])=[CH:26][CH:25]=4)=[CH:11][CH:10]=3)[C:5](=[O:22])[C:6]([C:19]([NH2:21])=[O:20])=[CH:7]2)=[CH:13][CH:14]=1. Given the reactants Br[C:2]1[CH:3]=[C:4]2[C:9](=[CH:10][CH:11]=1)[N:8]([C:12]1[CH:17]=[CH:16][C:15]([F:18])=[CH:14][CH:13]=1)[CH:7]=[C:6]([C:19]([NH2:21])=[O:20])[C:5]2=[O:22].[OH:23][C:24]1[CH:25]=[CH:26][C:27]([CH3:30])=[N:28][CH:29]=1.C(=O)([O-])[O-].[Cs+].[Cs+].CN(C)CC(O)=O, predict the reaction product. (2) Given the reactants Br[CH:2]([C:23]1[CH:28]=[CH:27][CH:26]=[CH:25][CH:24]=1)[C:3]([C:5]1[CH:10]=[CH:9][C:8]([C:11]2([NH:15][C:16](=[O:22])[O:17][C:18]([CH3:21])([CH3:20])[CH3:19])[CH2:14][CH2:13][CH2:12]2)=[CH:7][CH:6]=1)=O.[CH3:29][C:30]1[C:35]([CH3:36])=[C:34]([S:37][CH3:38])[N:33]=[N:32][C:31]=1[NH2:39].C(N(CC)C(C)C)(C)C, predict the reaction product. The product is: [CH3:36][C:35]1[C:34]([S:37][CH3:38])=[N:33][N:32]2[C:2]([C:23]3[CH:28]=[CH:27][CH:26]=[CH:25][CH:24]=3)=[C:3]([C:5]3[CH:10]=[CH:9][C:8]([C:11]4([NH:15][C:16](=[O:22])[O:17][C:18]([CH3:21])([CH3:20])[CH3:19])[CH2:14][CH2:13][CH2:12]4)=[CH:7][CH:6]=3)[N:39]=[C:31]2[C:30]=1[CH3:29]. (3) Given the reactants [Cl:1][C:2]1[CH:9]=[CH:8][C:7]([CH2:10][CH2:11][O:12][CH3:13])=[CH:6][C:3]=1[CH:4]=O.[CH:14]1([CH2:17][NH2:18])[CH2:16][CH2:15]1.C(=O)(O)[O-].[Na+].[BH4-].[Na+], predict the reaction product. The product is: [Cl:1][C:2]1[CH:9]=[CH:8][C:7]([CH2:10][CH2:11][O:12][CH3:13])=[CH:6][C:3]=1[CH2:4][NH:18][CH2:17][CH:14]1[CH2:16][CH2:15]1. (4) Given the reactants [Si]([O:18][CH2:19][C:20]1[CH:21]=[C:22]([C:33]2[CH:38]=[CH:37][C:36]([F:39])=[CH:35][CH:34]=2)[C:23](=[O:32])[N:24]([CH:26]2[CH2:31][CH2:30][CH2:29][CH2:28][O:27]2)[N:25]=1)(C(C)(C)C)(C1C=CC=CC=1)C1C=CC=CC=1.[N+](CCCC)(CCCC)(CCCC)CCCC.[F-].C([O-])(O)=O.[Na+], predict the reaction product. The product is: [F:39][C:36]1[CH:37]=[CH:38][C:33]([C:22]2[C:23](=[O:32])[N:24]([CH:26]3[CH2:31][CH2:30][CH2:29][CH2:28][O:27]3)[N:25]=[C:20]([CH2:19][OH:18])[CH:21]=2)=[CH:34][CH:35]=1. (5) Given the reactants [Cl-].[Cl-].[F:3][C:4]([F:38])([F:37])[C:5]1[CH:6]=[C:7]([C@H:15]([O:17][C@H:18]2[CH2:23][CH2:22][NH+:21]([CH:24]3[CH2:29][CH2:28][CH2:27][NH2+:26][CH2:25]3)[CH2:20][C@@H:19]2[C:30]2[CH:35]=[CH:34][C:33]([F:36])=[CH:32][CH:31]=2)[CH3:16])[CH:8]=[C:9]([C:11]([F:14])([F:13])[F:12])[CH:10]=1.C(N(CC)CC)C.Cl[C:47]1[CH:52]=[N:51][CH:50]=[CH:49][N:48]=1, predict the reaction product. The product is: [F:38][C:4]([F:3])([F:37])[C:5]1[CH:6]=[C:7]([C@H:15]([O:17][C@H:18]2[CH2:23][CH2:22][N:21]([CH:24]3[CH2:29][CH2:28][CH2:27][N:26]([C:47]4[CH:52]=[N:51][CH:50]=[CH:49][N:48]=4)[CH2:25]3)[CH2:20][C@@H:19]2[C:30]2[CH:35]=[CH:34][C:33]([F:36])=[CH:32][CH:31]=2)[CH3:16])[CH:8]=[C:9]([C:11]([F:12])([F:14])[F:13])[CH:10]=1. (6) Given the reactants [C:1]([C:3]1[C:4]([N:21]2[CH2:26][CH2:25][CH:24]([C:27](O)=[O:28])[CH2:23][CH2:22]2)=[N:5][C:6]([CH2:14][N:15]2[CH2:19][CH2:18][CH2:17][C:16]2=[O:20])=[C:7]([C:9]([CH:11]2[CH2:13][CH2:12]2)=[O:10])[CH:8]=1)#[N:2].[CH:30]1([CH2:35][S:36]([NH2:39])(=[O:38])=[O:37])[CH2:34][CH2:33][CH2:32][CH2:31]1, predict the reaction product. The product is: [C:1]([C:3]1[C:4]([N:21]2[CH2:22][CH2:23][CH:24]([C:27]([NH:39][S:36]([CH2:35][CH:30]3[CH2:34][CH2:33][CH2:32][CH2:31]3)(=[O:38])=[O:37])=[O:28])[CH2:25][CH2:26]2)=[N:5][C:6]([CH2:14][N:15]2[CH2:19][CH2:18][CH2:17][C:16]2=[O:20])=[C:7]([C:9]([CH:11]2[CH2:12][CH2:13]2)=[O:10])[CH:8]=1)#[N:2]. (7) Given the reactants [NH:1]1[C:5]([C:6]2[CH:7]=[CH:8][C:9]3[C:10]4[S:30][CH:29]=[CH:28][C:11]=4[C:12]([NH:16][C:17]4[CH:18]=[C:19]([CH:25]=[CH:26][CH:27]=4)[C:20]([O:22]CC)=[O:21])=[N:13][C:14]=3[CH:15]=2)=[N:4][N:3]=[N:2]1.C1COCC1.[OH-].[Li+].Cl, predict the reaction product. The product is: [NH:1]1[C:5]([C:6]2[CH:7]=[CH:8][C:9]3[C:10]4[S:30][CH:29]=[CH:28][C:11]=4[C:12]([NH:16][C:17]4[CH:18]=[C:19]([CH:25]=[CH:26][CH:27]=4)[C:20]([OH:22])=[O:21])=[N:13][C:14]=3[CH:15]=2)=[N:4][N:3]=[N:2]1. (8) Given the reactants F[C:2]1[CH:7]=[CH:6][C:5]([N+:8]([O-:10])=[O:9])=[C:4]([O:11][CH:12]([CH3:14])[CH3:13])[CH:3]=1.[OH-:15].[Na+].Cl, predict the reaction product. The product is: [CH3:13][CH:12]([O:11][C:4]1[CH:3]=[C:2]([OH:15])[CH:7]=[CH:6][C:5]=1[N+:8]([O-:10])=[O:9])[CH3:14]. (9) Given the reactants [CH3:1][O:2][CH2:3][CH:4]1[CH2:8][CH2:7][CH2:6][NH:5]1.CCN(C(C)C)C(C)C.[C:18]([C:20]1[CH:21]=[C:22]([CH3:27])[C:23](F)=[N:24][CH:25]=1)#[N:19], predict the reaction product. The product is: [CH3:1][O:2][CH2:3][CH:4]1[CH2:8][CH2:7][CH2:6][N:5]1[C:23]1[C:22]([CH3:27])=[CH:21][C:20]([C:18]#[N:19])=[CH:25][N:24]=1.